From a dataset of Forward reaction prediction with 1.9M reactions from USPTO patents (1976-2016). Predict the product of the given reaction. (1) Given the reactants [Cl:1][C:2]1[CH:3]=[C:4]([NH:8][C:9]2[N:14]=[C:13]([C:15]([F:18])([F:17])[F:16])[C:12]([CH:19]([OH:21])[CH3:20])=[CH:11][N:10]=2)[CH:5]=[CH:6][CH:7]=1.[Cl-].[Na+], predict the reaction product. The product is: [Cl:1][C:2]1[CH:3]=[C:4]([NH:8][C:9]2[N:14]=[C:13]([C:15]([F:17])([F:18])[F:16])[C:12]([C:19](=[O:21])[CH3:20])=[CH:11][N:10]=2)[CH:5]=[CH:6][CH:7]=1. (2) Given the reactants Cl[S:2]([C:5]1[CH:14]=[CH:13][C:8]([C:9]([O:11][CH3:12])=[O:10])=[CH:7][CH:6]=1)(=[O:4])=[O:3].[NH2:15][CH2:16][C:17]1[CH:18]=[C:19]2[C:23](=[CH:24][CH:25]=1)[N:22]([CH2:26][C:27]([CH3:30])([OH:29])[CH3:28])[N:21]=[CH:20]2, predict the reaction product. The product is: [OH:29][C:27]([CH3:30])([CH3:28])[CH2:26][N:22]1[C:23]2[C:19](=[CH:18][C:17]([CH2:16][NH:15][S:2]([C:5]3[CH:14]=[CH:13][C:8]([C:9]([O:11][CH3:12])=[O:10])=[CH:7][CH:6]=3)(=[O:4])=[O:3])=[CH:25][CH:24]=2)[CH:20]=[N:21]1. (3) Given the reactants C[O:2][C:3]([C:5]1[CH:10]=[N:9][C:8]([Cl:11])=[CH:7][N:6]=1)=[O:4].[Cl-].[Li+].C(=O)(O)[O-].[Na+], predict the reaction product. The product is: [Cl:11][C:8]1[N:9]=[CH:10][C:5]([C:3]([OH:4])=[O:2])=[N:6][CH:7]=1. (4) Given the reactants [CH3:1][S:2](OCC1C2C(=CC=CC=2)N=CC=1C1CC1)(=[O:4])=[O:3].[F:20][C:21]1[CH:30]=[CH:29][CH:28]=[C:27]2[C:22]=1[CH:23]=[CH:24][C:25]([O:33][CH3:34])=[C:26]2[CH2:31][OH:32], predict the reaction product. The product is: [CH3:1][S:2]([O:32][CH2:31][C:26]1[C:27]2[C:22](=[C:21]([F:20])[CH:30]=[CH:29][CH:28]=2)[CH:23]=[CH:24][C:25]=1[O:33][CH3:34])(=[O:4])=[O:3]. (5) Given the reactants [OH-:1].[K+].[C:3]([NH:6][C:7]1[C:8]([I:31])=[C:9]([C:23]([NH:25][CH2:26][CH:27]([OH:30])[CH2:28][OH:29])=[O:24])[C:10]([I:22])=[C:11]([C:20]=1[I:21])[C:12]([NH:14][CH2:15][CH:16]([OH:19])[CH2:17][OH:18])=[O:13])(=[O:5])[CH3:4].B(O)(O)O.[O:36]1[CH2:38][CH:37]1[CH2:39][CH2:40][CH2:41][CH2:42][CH:43]1[CH2:45][O:44]1.Cl, predict the reaction product. The product is: [OH:36][CH:37]([CH2:39][CH2:40][CH2:41][CH2:42][CH:43]([OH:44])[CH2:45][N:6]([C:7]1[C:20]([I:21])=[C:11]([C:12]([NH:14][CH2:15][CH:16]([OH:19])[CH2:17][OH:18])=[O:13])[C:10]([I:22])=[C:9]([C:8]=1[I:31])[C:23]([NH:25][CH2:26][CH:27]([OH:30])[CH2:28][OH:29])=[O:24])[C:3](=[O:1])[CH3:4])[CH2:38][N:6]([C:7]1[C:20]([I:21])=[C:11]([C:12]([NH:14][CH2:15][CH:16]([OH:19])[CH2:17][OH:18])=[O:13])[C:10]([I:22])=[C:9]([C:8]=1[I:31])[C:23]([NH:25][CH2:26][CH:27]([OH:30])[CH2:28][OH:29])=[O:24])[C:3](=[O:5])[CH3:4]. (6) Given the reactants [N:1]([O-])=O.[Na+].[F:5][C:6]1[CH:12]=[CH:11][CH:10]=[CH:9][C:7]=1[NH2:8].[Cl:13][CH2:14][C:15](=[O:22])[CH2:16][C:17]([O:19][CH2:20][CH3:21])=[O:18].CC([O-])=O.[Na+], predict the reaction product. The product is: [Cl:13][CH2:14][C:15](=[O:22])[CH:16]([N:1]=[N:8][C:7]1[CH:9]=[CH:10][CH:11]=[CH:12][C:6]=1[F:5])[C:17]([O:19][CH2:20][CH3:21])=[O:18]. (7) Given the reactants FC(F)(F)C(O)=O.[NH2:8][CH2:9][C:10]1[CH:14]=[N:13][N:12]([CH2:15][C@@H:16]2[C@H:19]([NH:20][C:21](=[O:30])[O:22][CH2:23][C:24]3[CH:29]=[CH:28][CH:27]=[CH:26][CH:25]=3)[C:18](=[O:31])[NH:17]2)[N:11]=1.CCN(C(C)C)C(C)C.[C:41]([O:45][C:46]([N:48]([CH2:63][CH:64]1[CH2:67][N:66]([C:68]([O:70][C:71]([CH3:74])([CH3:73])[CH3:72])=[O:69])[CH2:65]1)[C:49](N1C=CC=N1)=[N:50][C:51]([O:53][C:54]([CH3:57])([CH3:56])[CH3:55])=[O:52])=[O:47])([CH3:44])([CH3:43])[CH3:42], predict the reaction product. The product is: [CH2:23]([O:22][C:21]([NH:20][C@@H:19]1[C:18](=[O:31])[NH:17][C@@H:16]1[CH2:15][N:12]1[N:11]=[C:10]([CH2:9][NH:8][C:49](=[N:50][C:51]([O:53][C:54]([CH3:57])([CH3:56])[CH3:55])=[O:52])[N:48]([CH2:63][CH:64]2[CH2:65][N:66]([C:68]([O:70][C:71]([CH3:72])([CH3:74])[CH3:73])=[O:69])[CH2:67]2)[C:46]([O:45][C:41]([CH3:44])([CH3:42])[CH3:43])=[O:47])[CH:14]=[N:13]1)=[O:30])[C:24]1[CH:29]=[CH:28][CH:27]=[CH:26][CH:25]=1. (8) The product is: [NH2:1][C:2]1[N:7]=[C:6]([C:8]2[CH:9]=[C:10]([CH:13]=[CH:14][CH:15]=2)[C:11]#[N:12])[CH:5]=[C:4]([Cl:30])[N:3]=1. Given the reactants [NH2:1][C:2]1[NH:3][C:4](=O)[CH:5]=[C:6]([C:8]2[CH:9]=[C:10]([CH:13]=[CH:14][CH:15]=2)[C:11]#[N:12])[N:7]=1.C(N(CC)C1C=CC=CC=1)C.P(Cl)(Cl)([Cl:30])=O, predict the reaction product. (9) Given the reactants [C:1]([N:8]1[CH2:12][CH2:11][C@@H:10]([C:13]([OH:15])=O)[CH2:9]1)([O:3][C:4]([CH3:7])([CH3:6])[CH3:5])=[O:2].Cl.CN(C)CCCN=C=NCC.ON1C2C=CC=CC=2N=N1.Cl.[CH3:39][NH:40][O:41][CH3:42].C(N(CC)CC)C, predict the reaction product. The product is: [CH3:42][O:41][N:40]([CH3:39])[C:13]([C@@H:10]1[CH2:11][CH2:12][N:8]([C:1]([O:3][C:4]([CH3:5])([CH3:6])[CH3:7])=[O:2])[CH2:9]1)=[O:15].